From a dataset of Forward reaction prediction with 1.9M reactions from USPTO patents (1976-2016). Predict the product of the given reaction. (1) Given the reactants [CH3:1][C@:2]12[C:9]([CH3:11])([CH3:10])[C@:6]([NH:12]C(=O)C)([CH2:7][CH2:8]1)[CH2:5][O:4][CH2:3]2.N1C=CC=CC=1.C(Cl)(=O)C(Cl)=O.C(O)C(O)C, predict the reaction product. The product is: [CH3:1][C@:2]12[C:9]([CH3:11])([CH3:10])[C@:6]([NH2:12])([CH2:7][CH2:8]1)[CH2:5][O:4][CH2:3]2. (2) Given the reactants Br[C:2]1[CH:3]=[C:4]2[C:9](=[CH:10][CH:11]=1)[N:8]=[CH:7][CH:6]=[C:5]2[S:12][C:13]1([C:17]([O:19][CH2:20][CH3:21])=[O:18])[CH2:16][CH2:15][CH2:14]1.[F:22][C:23]1[CH:28]=[CH:27][C:26](B(O)O)=[CH:25][CH:24]=1.C(=O)([O-])[O-].[Na+].[Na+].O1CCOCC1, predict the reaction product. The product is: [F:22][C:23]1[CH:28]=[CH:27][C:26]([C:2]2[CH:3]=[C:4]3[C:9](=[CH:10][CH:11]=2)[N:8]=[CH:7][CH:6]=[C:5]3[S:12][C:13]2([C:17]([O:19][CH2:20][CH3:21])=[O:18])[CH2:16][CH2:15][CH2:14]2)=[CH:25][CH:24]=1. (3) Given the reactants [CH2:1]([N:3]([CH2:15][CH3:16])[CH2:4][CH2:5][CH2:6][O:7][C:8]1[CH:13]=[CH:12][C:11]([NH2:14])=[CH:10][CH:9]=1)[CH3:2].[Cl:17][C:18]1[CH:19]=[C:20]2[C:24](=[CH:25][CH:26]=1)[NH:23][C:22](=[O:27])[C:21]2=[CH:28]O, predict the reaction product. The product is: [Cl:17][C:18]1[CH:19]=[C:20]2[C:24](=[CH:25][CH:26]=1)[NH:23][C:22](=[O:27])[C:21]2=[CH:28][NH:14][C:11]1[CH:10]=[CH:9][C:8]([O:7][CH2:6][CH2:5][CH2:4][N:3]([CH2:1][CH3:2])[CH2:15][CH3:16])=[CH:13][CH:12]=1. (4) Given the reactants Br.[CH2:2]([N:9]1[CH2:14][CH2:13][N:12]([C:15]2[S:16][C:17]([CH2:26][C:27]([O:29]C)=[O:28])=[C:18]([C:20]3[CH:25]=[CH:24][CH:23]=[CH:22][CH:21]=3)[N:19]=2)[CH2:11][CH2:10]1)[C:3]1[CH:8]=[CH:7][CH:6]=[CH:5][CH:4]=1.[OH-].[Li+], predict the reaction product. The product is: [CH2:2]([N:9]1[CH2:14][CH2:13][N:12]([C:15]2[S:16][C:17]([CH2:26][C:27]([OH:29])=[O:28])=[C:18]([C:20]3[CH:25]=[CH:24][CH:23]=[CH:22][CH:21]=3)[N:19]=2)[CH2:11][CH2:10]1)[C:3]1[CH:8]=[CH:7][CH:6]=[CH:5][CH:4]=1. (5) Given the reactants [C:1]([O:5][C:6]([N:8]1[CH2:19][CH2:18][C:11]2([CH2:14][CH:13]([C:15](O)=[O:16])[CH2:12]2)[CH2:10][CH2:9]1)=[O:7])([CH3:4])([CH3:3])[CH3:2].C[N:21](C(ON1N=NC2C=CC=NC1=2)=[N+](C)C)C.F[P-](F)(F)(F)(F)F.CCN(C(C)C)C(C)C.N.CO, predict the reaction product. The product is: [C:15]([CH:13]1[CH2:14][C:11]2([CH2:18][CH2:19][N:8]([C:6]([O:5][C:1]([CH3:4])([CH3:3])[CH3:2])=[O:7])[CH2:9][CH2:10]2)[CH2:12]1)(=[O:16])[NH2:21]. (6) Given the reactants [CH3:1][C:2]1([NH:8][C:9](=[O:18])[O:10][CH2:11][C:12]2[CH:17]=[CH:16][CH:15]=[CH:14][CH:13]=2)[CH2:7][CH2:6][NH:5][CH2:4][CH2:3]1.Br[C:20]1[CH:21]=[CH:22][C:23]([F:44])=[C:24]2[C:29]=1[N:28]=[C:27]([C:30]1[N:34]3[CH:35]=[CH:36][C:37]([O:39][CH2:40][CH2:41][O:42][CH3:43])=[CH:38][C:33]3=[N:32][CH:31]=1)[CH:26]=[CH:25]2.C([O-])([O-])=O.[Cs+].[Cs+].C1C=CC(P(C2C=CC3C(=CC=CC=3)C=2C2C3C(=CC=CC=3)C=CC=2P(C2C=CC=CC=2)C2C=CC=CC=2)C2C=CC=CC=2)=CC=1, predict the reaction product. The product is: [F:44][C:23]1[CH:22]=[CH:21][C:20]([N:5]2[CH2:4][CH2:3][C:2]([NH:8][C:9](=[O:18])[O:10][CH2:11][C:12]3[CH:17]=[CH:16][CH:15]=[CH:14][CH:13]=3)([CH3:1])[CH2:7][CH2:6]2)=[C:29]2[C:24]=1[CH:25]=[CH:26][C:27]([C:30]1[N:34]3[CH:35]=[CH:36][C:37]([O:39][CH2:40][CH2:41][O:42][CH3:43])=[CH:38][C:33]3=[N:32][CH:31]=1)=[N:28]2. (7) Given the reactants [C:1]([OH:10])(=O)[C@@H:2]([C@H:4]([C:6](O)=[O:7])[OH:5])[OH:3].[CH2:11]([NH2:18])[C:12]1[CH:17]=[CH:16][CH:15]=[CH:14][CH:13]=1.C1(C)C(C)=CC=CC=1, predict the reaction product. The product is: [CH2:11]([N:18]1[C:6](=[O:7])[C@H:4]([OH:5])[C@@H:2]([OH:3])[C:1]1=[O:10])[C:12]1[CH:17]=[CH:16][CH:15]=[CH:14][CH:13]=1.